This data is from Full USPTO retrosynthesis dataset with 1.9M reactions from patents (1976-2016). The task is: Predict the reactants needed to synthesize the given product. (1) Given the product [NH:7]1[C:2]2[C:4](=[CH:15][CH:10]=[CH:11][CH:12]=2)[CH:5]=[CH:6]1.[C:10]1(=[O:16])[CH2:15][CH2:14][CH2:13][CH2:12][CH2:11]1, predict the reactants needed to synthesize it. The reactants are: N[C:2]1[NH:7][C:6](=O)[CH:5]=[C:4](Cl)N=1.[C:10]1([O:16]C2C=CC=CC=2)[CH:15]=[CH:14][CH:13]=[CH:12][CH:11]=1. (2) Given the product [ClH:42].[NH2:8][CH2:9][CH2:10][O:11][CH:12]([CH2:22][OH:23])[CH2:13][OH:14], predict the reactants needed to synthesize it. The reactants are: C([N:8](CC1C=CC=CC=1)[CH2:9][CH2:10][O:11][CH:12]([CH2:22][O:23]CC1C=CC=CC=1)[CH2:13][O:14]CC1C=CC=CC=1)C1C=CC=CC=1.C(O)(=O)C.[ClH:42].